Task: Predict the reaction yield, written as a fraction of the theoretical maximum amount of product (1.0 means a 100% yield; for example, 0.34 means a 34% yield).. Dataset: Reaction yield outcomes from USPTO patents with 853,638 reactions (1) The reactants are C(O[C:6]([N:8]1[CH2:13][CH2:12][CH:11]([O:14][C:15]2[CH:20]=[CH:19][C:18]([N+:21]([O-:23])=[O:22])=[CH:17][C:16]=2[Cl:24])[CH2:10][CH2:9]1)=O)(C)(C)C.C=O.C(=O)([O-])[O-].[K+].[K+]. The catalyst is C(O)=O. The product is [Cl:24][C:16]1[CH:17]=[C:18]([N+:21]([O-:23])=[O:22])[CH:19]=[CH:20][C:15]=1[O:14][CH:11]1[CH2:12][CH2:13][N:8]([CH3:6])[CH2:9][CH2:10]1. The yield is 0.980. (2) The reactants are [Cl:1][C:2]1[CH:3]=[C:4]([C:12]([F:17])([F:16])[C:13]([OH:15])=O)[CH:5]=[CH:6][C:7]=1[O:8][CH:9]([CH3:11])[CH3:10].P(Cl)(Cl)(Cl)=O.Cl.[NH2:24][CH2:25][C:26]1[CH:27]=[C:28]2[C:32](=[CH:33][CH:34]=1)[C:31](=[O:35])[N:30]([CH:36]1[CH2:41][CH2:40][C:39](=[O:42])[NH:38][C:37]1=[O:43])[CH2:29]2.C(=O)(O)[O-].[Na+]. The catalyst is N1C=CC=CC=1. The product is [Cl:1][C:2]1[CH:3]=[C:4]([C:12]([F:17])([F:16])[C:13]([NH:24][CH2:25][C:26]2[CH:27]=[C:28]3[C:32](=[CH:33][CH:34]=2)[C:31](=[O:35])[N:30]([CH:36]2[CH2:41][CH2:40][C:39](=[O:42])[NH:38][C:37]2=[O:43])[CH2:29]3)=[O:15])[CH:5]=[CH:6][C:7]=1[O:8][CH:9]([CH3:10])[CH3:11]. The yield is 0.140. (3) The reactants are [CH:1]([O:4][C:5]1[CH:6]=[CH:7][C:8]([O:11][C:12]2[CH:17]=[CH:16][CH:15]=[C:14]([CH:18]=[C:19]3[CH2:24][CH2:23][NH:22][CH2:21][CH2:20]3)[CH:13]=2)=[N:9][CH:10]=1)([CH3:3])[CH3:2].[N:25]1[CH:30]=[CH:29][CH:28]=[C:27]([NH:31][C:32](=O)[O:33]C2C=CC=CC=2)[CH:26]=1.C(N(CC)CC)C. The catalyst is CS(C)=O.O. The product is [CH:1]([O:4][C:5]1[CH:6]=[CH:7][C:8]([O:11][C:12]2[CH:13]=[C:14]([CH:15]=[CH:16][CH:17]=2)[CH:18]=[C:19]2[CH2:20][CH2:21][N:22]([C:32]([NH:31][C:27]3[CH:26]=[N:25][CH:30]=[CH:29][CH:28]=3)=[O:33])[CH2:23][CH2:24]2)=[N:9][CH:10]=1)([CH3:3])[CH3:2]. The yield is 0.892.